Dataset: Full USPTO retrosynthesis dataset with 1.9M reactions from patents (1976-2016). Task: Predict the reactants needed to synthesize the given product. (1) Given the product [F:21][C:22]([F:36])([F:37])[C:23]1[CH:24]=[C:25]([NH:33][C:34]([CH:4]2[C:5](=[O:12])[CH:6]3[C:9]([CH3:10])([CH3:11])[C@:2]([CH3:1])([CH2:8][CH2:7]3)[C:3]2=[O:13])=[O:35])[CH:26]=[C:27]([C:29]([F:32])([F:30])[F:31])[CH:28]=1, predict the reactants needed to synthesize it. The reactants are: [CH3:1][C@@:2]12[C:9]([CH3:11])([CH3:10])[CH:6]([CH2:7][CH2:8]1)[C:5](=[O:12])[CH2:4][C:3]2=[O:13].C(N(CC)CC)C.[F:21][C:22]([F:37])([F:36])[C:23]1[CH:24]=[C:25]([N:33]=[C:34]=[O:35])[CH:26]=[C:27]([C:29]([F:32])([F:31])[F:30])[CH:28]=1.Cl. (2) Given the product [Br:1][C:2]1[N:3]=[C:4]([CH2:14][Br:17])[CH:5]=[C:6]2[CH:11]=[CH:10][C:9]([CH3:13])([CH3:12])[O:8][C:7]=12, predict the reactants needed to synthesize it. The reactants are: [Br:1][C:2]1[N:3]=[C:4]([CH2:14]O)[CH:5]=[C:6]2[CH:11]=[CH:10][C:9]([CH3:13])([CH3:12])[O:8][C:7]=12.C(Br)(Br)(Br)[Br:17].C1C=CC(P(C2C=CC=CC=2)C2C=CC=CC=2)=CC=1. (3) Given the product [CH2:25]([CH:22]1[CH2:21][CH2:20][N:19]([CH2:18][CH2:17][CH2:16][C:15]([C:2]2[CH:7]=[CH:6][CH:5]=[CH:4][N:3]=2)=[O:29])[CH2:24][CH2:23]1)[CH2:26][CH2:27][CH3:28], predict the reactants needed to synthesize it. The reactants are: Br[C:2]1[CH:7]=[CH:6][CH:5]=[CH:4][N:3]=1.[Li]CCCC.CO[C:15](=[O:29])[CH2:16][CH2:17][CH2:18][N:19]1[CH2:24][CH2:23][CH:22]([CH2:25][CH2:26][CH2:27][CH3:28])[CH2:21][CH2:20]1. (4) Given the product [NH:4]1[C:5]([C:6]2[CH:7]=[C:8]([NH:12][C:13]([C@H:15]3[C@H:19]([C:20]4[CH:25]=[CH:24][CH:23]=[C:22]([Cl:26])[C:21]=4[F:27])[C@:18]([C:30]4[CH:35]=[CH:34][C:33]([Cl:36])=[CH:32][C:31]=4[F:37])([C:28]#[N:29])[C@H:17]([CH2:38][C:39]([CH3:42])([CH3:41])[CH3:40])[NH:16]3)=[O:14])[CH:9]=[CH:10][CH:11]=2)=[N:1][N:2]=[N:3]1, predict the reactants needed to synthesize it. The reactants are: [NH:1]1[C:5]([C:6]2[CH:7]=[C:8]([NH:12][C:13]([CH:15]3[CH:19]([C:20]4[CH:25]=[CH:24][CH:23]=[C:22]([Cl:26])[C:21]=4[F:27])[C:18]([C:30]4[CH:35]=[CH:34][C:33]([Cl:36])=[CH:32][C:31]=4[F:37])([C:28]#[N:29])[CH:17]([CH2:38][C:39]([CH3:42])([CH3:41])[CH3:40])[NH:16]3)=[O:14])[CH:9]=[CH:10][CH:11]=2)=[N:4][N:3]=[N:2]1. (5) The reactants are: Cl.[Cl:2][C:3]1[CH:8]=[C:7]([CH3:9])[C:6]([F:10])=[CH:5][C:4]=1[N:11]1[CH2:16][CH2:15][NH:14][CH2:13][CH2:12]1.[Br:17][C:18]1[CH:26]=[CH:25][C:21]([C:22](O)=[O:23])=[C:20]([S:27]([CH3:30])(=[O:29])=[O:28])[CH:19]=1.O.[Cl-].COC1N=C(OC)N=C([N+]2(C)CCOCC2)N=1.CN1CCOCC1. Given the product [Br:17][C:18]1[CH:26]=[CH:25][C:21]([C:22]([N:14]2[CH2:15][CH2:16][N:11]([C:4]3[CH:5]=[C:6]([F:10])[C:7]([CH3:9])=[CH:8][C:3]=3[Cl:2])[CH2:12][CH2:13]2)=[O:23])=[C:20]([S:27]([CH3:30])(=[O:29])=[O:28])[CH:19]=1, predict the reactants needed to synthesize it.